Dataset: Forward reaction prediction with 1.9M reactions from USPTO patents (1976-2016). Task: Predict the product of the given reaction. (1) The product is: [CH2:1]([C:8]1([C:21](=[O:23])[NH:46][C:42]2[CH:43]=[CH:44][CH:45]=[C:40]([O:39][C:38](=[O:47])[N:37]([CH3:36])[CH3:48])[CH:41]=2)[CH2:9][CH2:10][N:11]([C:14]([O:16][C:17]([CH3:20])([CH3:18])[CH3:19])=[O:15])[CH2:12][CH2:13]1)[C:2]1[CH:7]=[CH:6][CH:5]=[CH:4][CH:3]=1. Given the reactants [CH2:1]([C:8]1([C:21]([OH:23])=O)[CH2:13][CH2:12][N:11]([C:14]([O:16][C:17]([CH3:20])([CH3:19])[CH3:18])=[O:15])[CH2:10][CH2:9]1)[C:2]1[CH:7]=[CH:6][CH:5]=[CH:4][CH:3]=1.N1C=CC=CC=1.C(Cl)(=O)C(Cl)=O.[CH3:36][N:37]([CH3:48])[C:38](=[O:47])[O:39][C:40]1[CH:45]=[CH:44][CH:43]=[C:42]([NH2:46])[CH:41]=1, predict the reaction product. (2) Given the reactants Cl[C:2]1[CH:7]=[CH:6][CH:5]=[CH:4][CH:3]=1.[NH2:8][C:9]1[CH:14]=[CH:13][CH:12]=[CH:11][CH:10]=1.CC([O-])(C)C.[Na+], predict the reaction product. The product is: [C:2]1([NH:8][C:9]2[CH:14]=[CH:13][CH:12]=[CH:11][CH:10]=2)[CH:7]=[CH:6][CH:5]=[CH:4][CH:3]=1. (3) Given the reactants [CH3:1][S:2](Cl)(=[O:4])=[O:3].[Br:6][C:7]1[CH:12]=[CH:11][C:10]([CH2:13][CH2:14][CH2:15][OH:16])=[CH:9][C:8]=1[I:17].C(N(CC)CC)C, predict the reaction product. The product is: [CH3:1][S:2]([O:16][CH2:15][CH2:14][CH2:13][C:10]1[CH:11]=[CH:12][C:7]([Br:6])=[C:8]([I:17])[CH:9]=1)(=[O:4])=[O:3]. (4) Given the reactants [CH:1]1([CH2:4][C@@H:5]([C:7]([OH:9])=[O:8])[NH2:6])[CH2:3][CH2:2]1.O1CCOCC1.S(=O)(=O)(O)O.[CH3:21][C:22](=[CH2:24])[CH3:23], predict the reaction product. The product is: [C:22]([O:8][C:7](=[O:9])[C@H:5]([CH2:4][CH:1]1[CH2:3][CH2:2]1)[NH2:6])([CH3:24])([CH3:23])[CH3:21]. (5) Given the reactants [NH2:1][C@@H:2]([C:4]1[C:5]([F:32])=[C:6]([C:10]2[CH:19]=[C:18]3[C:13]([CH2:14][CH2:15][CH2:16][N:17]3[CH2:20][C:21]3[CH:26]=[CH:25][CH:24]=[CH:23][C:22]=3[CH2:27][C:28]([O:30]C)=[O:29])=[CH:12][CH:11]=2)[CH:7]=[CH:8][CH:9]=1)[CH3:3].[Li+].[OH-], predict the reaction product. The product is: [NH2:1][C@@H:2]([C:4]1[C:5]([F:32])=[C:6]([C:10]2[CH:19]=[C:18]3[C:13]([CH2:14][CH2:15][CH2:16][N:17]3[CH2:20][C:21]3[CH:26]=[CH:25][CH:24]=[CH:23][C:22]=3[CH2:27][C:28]([OH:30])=[O:29])=[CH:12][CH:11]=2)[CH:7]=[CH:8][CH:9]=1)[CH3:3]. (6) Given the reactants COC1C=CC(C[NH:8][C:9]2[N:14]=[C:13]([O:15][C:16]3[C:25]4[C:20](=[CH:21][CH:22]=[CH:23][CH:24]=4)[C:19]([NH:26]C(=O)OC(C)(C)C)=[CH:18][CH:17]=3)[CH:12]=[CH:11][N:10]=2)=CC=1, predict the reaction product. The product is: [NH2:26][C:19]1[C:20]2[C:25](=[CH:24][CH:23]=[CH:22][CH:21]=2)[C:16]([O:15][C:13]2[CH:12]=[CH:11][N:10]=[C:9]([NH2:8])[N:14]=2)=[CH:17][CH:18]=1. (7) Given the reactants [Cl:1][C:2]1[CH:7]=[C:6]([Cl:8])[CH:5]=[CH:4][C:3]=1[C:9]1[CH:10]=[C:11]2[C:16]3=[C:17]([C@@H:19]4[CH2:24][NH:23][CH2:22][CH2:21][C@@H:20]4[N:15]3[CH2:14][CH2:13][CH2:12]2)[CH:18]=1.Br[CH2:26][CH2:27][CH2:28][CH:29]=[CH2:30].N, predict the reaction product. The product is: [Cl:1][C:2]1[CH:7]=[C:6]([Cl:8])[CH:5]=[CH:4][C:3]=1[C:9]1[CH:10]=[C:11]2[C:16]3=[C:17]([C@@H:19]4[CH2:24][N:23]([CH2:30][CH2:29][CH2:28][CH:27]=[CH2:26])[CH2:22][CH2:21][C@@H:20]4[N:15]3[CH2:14][CH2:13][CH2:12]2)[CH:18]=1. (8) Given the reactants [NH:1]1[CH:5]=[CH:4][C:3]([CH:6]=O)=[N:2]1.CN(C)C=O.[NH2:13][C:14]1[C:19]([NH2:20])=[CH:18][C:17]([CH:21]2[CH2:25][CH2:24][CH2:23][N:22]2[C:26]([O:28][C:29]([CH3:32])([CH3:31])[CH3:30])=[O:27])=[C:16]([O:33][C:34]2[CH:39]=[CH:38][C:37]([S:40]([CH3:43])(=[O:42])=[O:41])=[CH:36][CH:35]=2)[CH:15]=1, predict the reaction product. The product is: [CH3:43][S:40]([C:37]1[CH:38]=[CH:39][C:34]([O:33][C:16]2[C:17]([CH:21]3[CH2:25][CH2:24][CH2:23][N:22]3[C:26]([O:28][C:29]([CH3:30])([CH3:32])[CH3:31])=[O:27])=[CH:18][C:19]3[NH:20][C:6]([C:3]4[CH:4]=[CH:5][NH:1][N:2]=4)=[N:13][C:14]=3[CH:15]=2)=[CH:35][CH:36]=1)(=[O:42])=[O:41]. (9) Given the reactants [NH2:1][C:2]([NH:4][C:5]([NH2:7])=[O:6])=[O:3].[NH:8]=[C:9]=[O:10], predict the reaction product. The product is: [NH:4]1[C:5](=[O:6])[NH:7][C:9](=[O:10])[NH:1][C:2]1=[O:3].[NH3:8]. (10) Given the reactants Br[C:2]1[CH:3]=[C:4]([C:8]2[N:13]=[C:12]([C:14]3[CH:19]=[CH:18][C:17]([F:20])=[C:16]([F:21])[CH:15]=3)[CH:11]=[C:10]([C:22]([F:25])([F:24])[F:23])[N:9]=2)[CH:5]=[CH:6][CH:7]=1.[C:26]([NH:30][S:31]([C:34]1[S:35][C:36](B2OC(C)(C)C(C)(C)O2)=[CH:37][CH:38]=1)(=[O:33])=[O:32])([CH3:29])([CH3:28])[CH3:27], predict the reaction product. The product is: [C:26]([NH:30][S:31]([C:34]1[S:35][C:36]([C:2]2[CH:7]=[CH:6][CH:5]=[C:4]([C:8]3[N:9]=[C:10]([C:22]([F:23])([F:25])[F:24])[CH:11]=[C:12]([C:14]4[CH:19]=[CH:18][C:17]([F:20])=[C:16]([F:21])[CH:15]=4)[N:13]=3)[CH:3]=2)=[CH:37][CH:38]=1)(=[O:32])=[O:33])([CH3:29])([CH3:27])[CH3:28].